This data is from NCI-60 drug combinations with 297,098 pairs across 59 cell lines. The task is: Regression. Given two drug SMILES strings and cell line genomic features, predict the synergy score measuring deviation from expected non-interaction effect. (1) Drug 1: CN(CC1=CN=C2C(=N1)C(=NC(=N2)N)N)C3=CC=C(C=C3)C(=O)NC(CCC(=O)O)C(=O)O. Drug 2: CC12CCC3C(C1CCC2OP(=O)(O)O)CCC4=C3C=CC(=C4)OC(=O)N(CCCl)CCCl.[Na+]. Cell line: DU-145. Synergy scores: CSS=19.2, Synergy_ZIP=-6.66, Synergy_Bliss=-12.5, Synergy_Loewe=-16.4, Synergy_HSA=-10.8. (2) Drug 1: COC1=CC(=CC(=C1O)OC)C2C3C(COC3=O)C(C4=CC5=C(C=C24)OCO5)OC6C(C(C7C(O6)COC(O7)C8=CC=CS8)O)O. Drug 2: C1=NNC2=C1C(=O)NC=N2. Cell line: NCI-H322M. Synergy scores: CSS=0.260, Synergy_ZIP=-0.0654, Synergy_Bliss=-1.78, Synergy_Loewe=-11.2, Synergy_HSA=-4.25. (3) Drug 1: CS(=O)(=O)CCNCC1=CC=C(O1)C2=CC3=C(C=C2)N=CN=C3NC4=CC(=C(C=C4)OCC5=CC(=CC=C5)F)Cl. Drug 2: CN(C(=O)NC(C=O)C(C(C(CO)O)O)O)N=O. Cell line: UACC62. Synergy scores: CSS=9.89, Synergy_ZIP=-2.43, Synergy_Bliss=-1.07, Synergy_Loewe=0.984, Synergy_HSA=0.397. (4) Cell line: HL-60(TB). Drug 1: CC(CN1CC(=O)NC(=O)C1)N2CC(=O)NC(=O)C2. Synergy scores: CSS=88.9, Synergy_ZIP=7.80, Synergy_Bliss=6.00, Synergy_Loewe=3.35, Synergy_HSA=5.62. Drug 2: CCC1(CC2CC(C3=C(CCN(C2)C1)C4=CC=CC=C4N3)(C5=C(C=C6C(=C5)C78CCN9C7C(C=CC9)(C(C(C8N6C)(C(=O)OC)O)OC(=O)C)CC)OC)C(=O)OC)O.OS(=O)(=O)O. (5) Drug 1: C1CCC(C(C1)[NH-])[NH-].C(=O)(C(=O)[O-])[O-].[Pt+4]. Drug 2: CNC(=O)C1=NC=CC(=C1)OC2=CC=C(C=C2)NC(=O)NC3=CC(=C(C=C3)Cl)C(F)(F)F. Cell line: HT29. Synergy scores: CSS=59.8, Synergy_ZIP=-5.76, Synergy_Bliss=-6.43, Synergy_Loewe=-7.79, Synergy_HSA=0.356. (6) Drug 1: CC1=C2C(C(=O)C3(C(CC4C(C3C(C(C2(C)C)(CC1OC(=O)C(C(C5=CC=CC=C5)NC(=O)OC(C)(C)C)O)O)OC(=O)C6=CC=CC=C6)(CO4)OC(=O)C)O)C)O. Drug 2: C1CN1C2=NC(=NC(=N2)N3CC3)N4CC4. Cell line: HCT-15. Synergy scores: CSS=42.8, Synergy_ZIP=5.99, Synergy_Bliss=5.13, Synergy_Loewe=1.92, Synergy_HSA=4.80. (7) Drug 1: CN(CC1=CN=C2C(=N1)C(=NC(=N2)N)N)C3=CC=C(C=C3)C(=O)NC(CCC(=O)O)C(=O)O. Drug 2: C1=NNC2=C1C(=O)NC=N2. Cell line: COLO 205. Synergy scores: CSS=37.4, Synergy_ZIP=1.47, Synergy_Bliss=2.37, Synergy_Loewe=-70.5, Synergy_HSA=1.98. (8) Drug 1: CC1=C(C=C(C=C1)NC(=O)C2=CC=C(C=C2)CN3CCN(CC3)C)NC4=NC=CC(=N4)C5=CN=CC=C5. Drug 2: CCCCC(=O)OCC(=O)C1(CC(C2=C(C1)C(=C3C(=C2O)C(=O)C4=C(C3=O)C=CC=C4OC)O)OC5CC(C(C(O5)C)O)NC(=O)C(F)(F)F)O. Cell line: RXF 393. Synergy scores: CSS=29.6, Synergy_ZIP=2.27, Synergy_Bliss=4.01, Synergy_Loewe=-9.02, Synergy_HSA=2.89. (9) Drug 1: CCCS(=O)(=O)NC1=C(C(=C(C=C1)F)C(=O)C2=CNC3=C2C=C(C=N3)C4=CC=C(C=C4)Cl)F. Drug 2: CC1CCC2CC(C(=CC=CC=CC(CC(C(=O)C(C(C(=CC(C(=O)CC(OC(=O)C3CCCCN3C(=O)C(=O)C1(O2)O)C(C)CC4CCC(C(C4)OC)OCCO)C)C)O)OC)C)C)C)OC. Cell line: K-562. Synergy scores: CSS=40.5, Synergy_ZIP=9.24, Synergy_Bliss=10.5, Synergy_Loewe=-11.0, Synergy_HSA=8.60.